This data is from Reaction yield outcomes from USPTO patents with 853,638 reactions. The task is: Predict the reaction yield, written as a fraction of the theoretical maximum amount of product (1.0 means a 100% yield; for example, 0.34 means a 34% yield). (1) The reactants are [H-].[H-].[H-].[H-].[Li+].[Al+3].[F:7][C:8]1[CH:9]=[C:10]([C:15]2[N:16]=[CH:17][C:18]3[C:23]4([CH2:25][CH2:24]4)[C:22](=O)[NH:21][C:19]=3[N:20]=2)[CH:11]=[CH:12][C:13]=1[OH:14].[CH2:27]1COCC1. No catalyst specified. The product is [F:7][C:8]1[CH:9]=[C:10]([C:15]2[N:16]=[CH:17][C:18]3[C:23]4([CH2:25][CH2:24]4)[CH2:22][NH:21][C:19]=3[N:20]=2)[CH:11]=[CH:12][C:13]=1[O:14][CH3:27]. The yield is 0.630. (2) The reactants are [C:1]([O:5][C:6]([N:8]1[CH2:13][CH:12]=[C:11]([C:14]2[CH:15]=[CH:16][C:17]3[O:26][CH2:25][CH2:24]C4N(N=C(C5N(CC(F)(F)F)N=CN=5)C=4)[C:18]=3[CH:37]=2)[CH2:10][CH2:9]1)=[O:7])([CH3:4])([CH3:3])[CH3:2].BrC1C=CC2OCC[C:48]3[C:44](=[N:45][N:46]([C:52]4[N:53]([C:57]5[CH:62]=[CH:61][CH:60]=[CH:59][C:58]=5[Cl:63])[N:54]=[CH:55][N:56]=4)[CH:47]=3)C=2C=1. No catalyst specified. The product is [C:1]([O:5][C:6]([N:8]1[CH2:13][CH:12]=[C:11]([C:14]2[CH:15]=[CH:16][C:17]3[O:26][CH2:25][CH2:24][C:48]4[C:44](=[N:45][N:46]([C:52]5[N:53]([C:57]6[CH:62]=[CH:61][CH:60]=[CH:59][C:58]=6[Cl:63])[N:54]=[CH:55][N:56]=5)[CH:47]=4)[C:18]=3[CH:37]=2)[CH2:10][CH2:9]1)=[O:7])([CH3:4])([CH3:2])[CH3:3]. The yield is 0.800. (3) The reactants are [CH2:1]([O:3][C:4](=[O:15])[CH2:5][C:6](=O)[C@H:7]([CH3:13])[C@H:8]([CH3:12])[CH2:9][CH2:10][CH3:11])[CH3:2].Cl.[O:17]([NH2:19])[CH3:18].C([O-])(=O)C.[Na+]. The catalyst is CCO. The product is [CH2:1]([O:3][C:4](=[O:15])/[CH:5]=[C:6](\[NH:19][O:17][CH3:18])/[C@H:7]([CH3:13])[C@H:8]([CH3:12])[CH2:9][CH2:10][CH3:11])[CH3:2]. The yield is 0.990. (4) The reactants are [F:1][CH2:2][C:3]([C:7]1[O:11][N:10]=[C:9]([NH:12][C:13](=[O:21])OC2C=CC=CC=2)[CH:8]=1)([CH3:6])[CH2:4][F:5].[CH3:22][O:23][C:24]1[CH:25]=[C:26]2[C:31](=[CH:32][C:33]=1[O:34][CH3:35])[N:30]=[CH:29][N:28]=[C:27]2[O:36][C:37]1[CH:38]=[C:39]([CH:41]=[CH:42][CH:43]=1)[NH2:40]. The catalyst is CN(C)C1C=CN=CC=1.C1COCC1. The product is [F:5][CH2:4][C:3]([C:7]1[O:11][N:10]=[C:9]([NH:12][C:13]([NH:40][C:39]2[CH:41]=[CH:42][CH:43]=[C:37]([O:36][C:27]3[C:26]4[C:31](=[CH:32][C:33]([O:34][CH3:35])=[C:24]([O:23][CH3:22])[CH:25]=4)[N:30]=[CH:29][N:28]=3)[CH:38]=2)=[O:21])[CH:8]=1)([CH3:6])[CH2:2][F:1]. The yield is 0.310. (5) The reactants are [NH2:1][C@H:2]([C:8]([OH:10])=[O:9])[CH2:3][S:4](=[O:7])([OH:6])=[O:5].S(Cl)([Cl:13])=O.[CH3:15]O. No catalyst specified. The product is [ClH:13].[CH3:15][O:9][C:8](=[O:10])[C@H:2]([CH2:3][S:4](=[O:6])([OH:7])=[O:5])[NH2:1]. The yield is 0.750. (6) The reactants are [CH3:1][N:2]([CH:10]1[CH2:15][CH2:14][N:13]([CH3:16])[CH2:12][CH2:11]1)[C:3]1[CH:8]=[CH:7][CH:6]=[C:5]([NH2:9])[N:4]=1.[Cl:17][C:18]1[CH:26]=[CH:25][CH:24]=[C:23]([F:27])[C:19]=1[C:20](Cl)=[O:21]. The catalyst is O1CCOCC1. The product is [ClH:17].[Cl:17][C:18]1[CH:26]=[CH:25][CH:24]=[C:23]([F:27])[C:19]=1[C:20]([NH:9][C:5]1[CH:6]=[CH:7][CH:8]=[C:3]([N:2]([CH3:1])[CH:10]2[CH2:15][CH2:14][N:13]([CH3:16])[CH2:12][CH2:11]2)[N:4]=1)=[O:21]. The yield is 0.830. (7) The reactants are Cl.[Cl:2][C:3]1[CH:4]=[C:5]2[C:9](=[CH:10][CH:11]=1)[NH:8][CH:7]=[C:6]2[CH2:12][CH2:13][NH2:14].[F:15][C:16]1[CH:17]=[C:18]([N:26]2[CH2:30][CH2:29][CH:28]([C:31](O)=[O:32])[C:27]2=[O:34])[CH:19]=[CH:20][C:21]=1[C:22]([F:25])([F:24])[F:23].CN(C(ON1N=NC2C=CC=NC1=2)=[N+](C)C)C.F[P-](F)(F)(F)(F)F.C(N(CC)C(C)C)(C)C. The catalyst is CN(C=O)C. The product is [Cl:2][C:3]1[CH:4]=[C:5]2[C:9](=[CH:10][CH:11]=1)[NH:8][CH:7]=[C:6]2[CH2:12][CH2:13][NH:14][C:31]([CH:28]1[CH2:29][CH2:30][N:26]([C:18]2[CH:19]=[CH:20][C:21]([C:22]([F:25])([F:23])[F:24])=[C:16]([F:15])[CH:17]=2)[C:27]1=[O:34])=[O:32]. The yield is 0.200. (8) The reactants are [CH3:1][N:2]1[C:6]([C:7]2[CH:8]=[C:9]([NH2:23])[CH:10]=[CH:11][C:12]=2[O:13][CH2:14][CH2:15][CH2:16][N:17]2[CH2:22][CH2:21][O:20][CH2:19][CH2:18]2)=[CH:5][CH:4]=[N:3]1.[Cl:24][C:25]1[CH:34]=[CH:33][C:28]([CH2:29][N:30]=[C:31]=[O:32])=[CH:27][CH:26]=1. The catalyst is C(Cl)Cl. The product is [Cl:24][C:25]1[CH:26]=[CH:27][C:28]([CH2:29][NH:30][C:31]([NH:23][C:9]2[CH:10]=[CH:11][C:12]([O:13][CH2:14][CH2:15][CH2:16][N:17]3[CH2:22][CH2:21][O:20][CH2:19][CH2:18]3)=[C:7]([C:6]3[N:2]([CH3:1])[N:3]=[CH:4][CH:5]=3)[CH:8]=2)=[O:32])=[CH:33][CH:34]=1. The yield is 0.780. (9) The reactants are [C:1]([O:5][C@@H:6]([C:12]1[C:13]([CH3:56])=[N:14][C:15]2[N:16]([N:50]=[C:51]([C:53](O)=[O:54])[CH:52]=2)[C:17]=1[N:18]1[CH2:23][CH2:22][C:21]([O:25][CH2:26][CH2:27][CH2:28][CH2:29][C@H:30]([O:32][Si:33]([C:46]([CH3:49])([CH3:48])[CH3:47])([C:40]2[CH:45]=[CH:44][CH:43]=[CH:42][CH:41]=2)[C:34]2[CH:39]=[CH:38][CH:37]=[CH:36][CH:35]=2)[CH3:31])([CH3:24])[CH2:20][CH2:19]1)[C:7]([O:9][CH2:10][CH3:11])=[O:8])([CH3:4])([CH3:3])[CH3:2].CCN(CC)CC.C(Cl)(=O)OCC.[BH4-].[Na+]. The catalyst is C1COCC1.O. The product is [C:1]([O:5][C@@H:6]([C:12]1[C:13]([CH3:56])=[N:14][C:15]2[N:16]([N:50]=[C:51]([CH2:53][OH:54])[CH:52]=2)[C:17]=1[N:18]1[CH2:23][CH2:22][C:21]([O:25][CH2:26][CH2:27][CH2:28][CH2:29][C@H:30]([O:32][Si:33]([C:46]([CH3:49])([CH3:48])[CH3:47])([C:40]2[CH:41]=[CH:42][CH:43]=[CH:44][CH:45]=2)[C:34]2[CH:35]=[CH:36][CH:37]=[CH:38][CH:39]=2)[CH3:31])([CH3:24])[CH2:20][CH2:19]1)[C:7]([O:9][CH2:10][CH3:11])=[O:8])([CH3:2])([CH3:3])[CH3:4]. The yield is 0.716. (10) The reactants are [N+:1]([C:4]1[CH:22]=[CH:21][C:7]([O:8][CH2:9][CH2:10][O:11][CH2:12][CH2:13][O:14][CH2:15][CH2:16][O:17][CH2:18][CH2:19][NH2:20])=[CH:6][CH:5]=1)([O-:3])=[O:2].C(N(CC)CC)C.[C:30](O[C:30]([O:32][C:33]([CH3:36])([CH3:35])[CH3:34])=[O:31])([O:32][C:33]([CH3:36])([CH3:35])[CH3:34])=[O:31]. The catalyst is ClCCl. The product is [N+:1]([C:4]1[CH:5]=[CH:6][C:7]([O:8][CH2:9][CH2:10][O:11][CH2:12][CH2:13][O:14][CH2:15][CH2:16][O:17][CH2:18][CH2:19][NH:20][C:30](=[O:31])[O:32][C:33]([CH3:36])([CH3:35])[CH3:34])=[CH:21][CH:22]=1)([O-:3])=[O:2]. The yield is 0.940.